This data is from Catalyst prediction with 721,799 reactions and 888 catalyst types from USPTO. The task is: Predict which catalyst facilitates the given reaction. (1) Reactant: C(OC([NH:11][CH2:12][CH2:13][CH2:14][C@@H:15]([NH:24][C:25](=[O:47])[CH2:26][C@H:27]([O:39][CH2:40][C:41]1[CH:46]=[CH:45][CH:44]=[CH:43][CH:42]=1)[CH2:28][CH2:29][CH2:30][CH2:31][CH2:32][CH2:33][CH2:34][CH2:35][CH2:36][CH2:37][CH3:38])[CH2:16][O:17][CH:18]1[CH2:23][CH2:22][CH2:21][CH2:20][O:19]1)=O)C1C=CC=CC=1.C(N(CC)CC)C.[H][H]. Product: [NH2:11][CH2:12][CH2:13][CH2:14][C@@H:15]([NH:24][C:25](=[O:47])[CH2:26][C@H:27]([O:39][CH2:40][C:41]1[CH:42]=[CH:43][CH:44]=[CH:45][CH:46]=1)[CH2:28][CH2:29][CH2:30][CH2:31][CH2:32][CH2:33][CH2:34][CH2:35][CH2:36][CH2:37][CH3:38])[CH2:16][O:17][CH:18]1[CH2:23][CH2:22][CH2:21][CH2:20][O:19]1. The catalyst class is: 29. (2) Product: [CH3:1][O:2][C:3]([C:5]1[S:6][CH:7]=[CH:8][C:9]=1[N:10]([CH2:24][C:25]1[CH:30]=[CH:29][CH:28]=[CH:27][CH:26]=1)[S:11]([C:14]1[CH:19]=[CH:18][C:17]([O:20][CH3:21])=[CH:16][CH:15]=1)(=[O:13])=[O:12])=[O:4]. The catalyst class is: 3. Reactant: [CH3:1][O:2][C:3]([C:5]1[S:6][CH:7]=[CH:8][C:9]=1[NH:10][S:11]([C:14]1[CH:19]=[CH:18][C:17]([O:20][CH3:21])=[CH:16][CH:15]=1)(=[O:13])=[O:12])=[O:4].[H-].[Na+].[CH2:24](Br)[C:25]1[CH:30]=[CH:29][CH:28]=[CH:27][CH:26]=1.O. (3) Reactant: [NH:1]1[CH2:6][CH2:5][O:4][CH2:3][CH2:2]1.C(N(CC)CC)C.[Cl:14][CH2:15][C:16](Cl)=[O:17]. Product: [Cl:14][CH2:15][C:16]([N:1]1[CH2:6][CH2:5][O:4][CH2:3][CH2:2]1)=[O:17]. The catalyst class is: 7. (4) Reactant: CN(C(ON1N=NC2C=CC=NC1=2)=[N+](C)C)C.F[P-](F)(F)(F)(F)F.[C:25]([O:29][C:30]([NH:32][CH2:33][C:34]1([C:49]([OH:51])=O)[CH2:39][CH2:38][N:37]([C:40]2[C:41]3[CH:48]=[CH:47][NH:46][C:42]=3[N:43]=[CH:44][N:45]=2)[CH2:36][CH2:35]1)=[O:31])([CH3:28])([CH3:27])[CH3:26].CCN(C(C)C)C(C)C.[CH3:61][S:62]([C:65]1[CH:74]=[CH:73][C:68]2[N:69]=[C:70]([NH2:72])[S:71][C:67]=2[CH:66]=1)(=[O:64])=[O:63]. Product: [CH3:61][S:62]([C:65]1[CH:74]=[CH:73][C:68]2[N:69]=[C:70]([NH:72][C:49]([C:34]3([CH2:33][NH:32][C:30](=[O:31])[O:29][C:25]([CH3:27])([CH3:28])[CH3:26])[CH2:39][CH2:38][N:37]([C:40]4[C:41]5[CH:48]=[CH:47][NH:46][C:42]=5[N:43]=[CH:44][N:45]=4)[CH2:36][CH2:35]3)=[O:51])[S:71][C:67]=2[CH:66]=1)(=[O:63])=[O:64]. The catalyst class is: 474. (5) Reactant: C[O:2][C:3](=[O:27])/[CH:4]=[CH:5]/[C:6]1[CH:7]=[C:8]2[C:23](=[CH:24][CH:25]=1)[O:22][C:11]1([CH2:14][N:13]([CH2:15][C:16]3[CH:21]=[CH:20][CH:19]=[CH:18][CH:17]=3)[CH2:12]1)[CH2:10][C:9]2=[O:26].Cl. Product: [CH2:15]([N:13]1[CH2:14][C:11]2([CH2:10][C:9](=[O:26])[C:8]3[C:23](=[CH:24][CH:25]=[C:6](/[CH:5]=[CH:4]/[C:3]([OH:27])=[O:2])[CH:7]=3)[O:22]2)[CH2:12]1)[C:16]1[CH:17]=[CH:18][CH:19]=[CH:20][CH:21]=1. The catalyst class is: 15.